From a dataset of Forward reaction prediction with 1.9M reactions from USPTO patents (1976-2016). Predict the product of the given reaction. (1) Given the reactants [Br:1][C:2]1[C:3]([OH:13])=[C:4]([CH2:8][C:9]([O:11][CH3:12])=[O:10])[CH:5]=[CH:6][CH:7]=1.[C:14]([O-])([O-])=O.[K+].[K+].CI, predict the reaction product. The product is: [Br:1][C:2]1[C:3]([O:13][CH3:14])=[C:4]([CH2:8][C:9]([O:11][CH3:12])=[O:10])[CH:5]=[CH:6][CH:7]=1. (2) Given the reactants [Cl:1][C:2]1[CH:49]=[CH:48][C:5]([C:6]2[C:11]([C:12]3[CH:21]=[CH:20][C:19]4[C:14](=[CH:15][CH:16]=[C:17]([C:22]5[N:26]([CH:27]6[CH2:32][CH2:31][CH2:30][CH2:29][CH2:28]6)[C:25]6[CH:33]=[CH:34][C:35]([C:37]([OH:39])=[O:38])=[CH:36][C:24]=6[N:23]=5)[CH:18]=4)[N:13]=3)=[CH:10][C:9]([C:40](=[O:47])[NH:41][CH2:42]CN(C)C)=[CH:8][CH:7]=2)=[CH:4][CH:3]=1.CN, predict the reaction product. The product is: [Cl:1][C:2]1[CH:3]=[CH:4][C:5]([C:6]2[C:11]([C:12]3[CH:21]=[CH:20][C:19]4[C:14](=[CH:15][CH:16]=[C:17]([C:22]5[N:26]([CH:27]6[CH2:32][CH2:31][CH2:30][CH2:29][CH2:28]6)[C:25]6[CH:33]=[CH:34][C:35]([C:37]([OH:39])=[O:38])=[CH:36][C:24]=6[N:23]=5)[CH:18]=4)[N:13]=3)=[CH:10][C:9]([C:40](=[O:47])[NH:41][CH3:42])=[CH:8][CH:7]=2)=[CH:48][CH:49]=1. (3) Given the reactants [NH2:1][C:2]1[CH:3]=[CH:4][C:5]([C:18]([F:21])([F:20])[F:19])=[C:6]([C:8]([N:10]2[CH2:15][CH2:14][N:13]([CH2:16][CH3:17])[CH2:12][CH2:11]2)=O)[CH:7]=1.B.C1COCC1, predict the reaction product. The product is: [CH2:16]([N:13]1[CH2:14][CH2:15][N:10]([CH2:8][C:6]2[CH:7]=[C:2]([NH2:1])[CH:3]=[CH:4][C:5]=2[C:18]([F:19])([F:21])[F:20])[CH2:11][CH2:12]1)[CH3:17]. (4) Given the reactants C([CH:8]([CH:10]1[CH2:14][C:13]2[CH:15]=[CH:16][CH:17]=[C:18]([C:19]3[C:24]([Cl:25])=[CH:23][C:22]([Cl:26])=[CH:21][C:20]=3[Cl:27])[C:12]=2[O:11]1)[NH2:9])C1C=CC=CC=1.C(N(C(C)C)CC)(C)C.Cl[C:38]([O:40][CH2:41][C:42]1[CH:47]=[CH:46][CH:45]=[CH:44][CH:43]=1)=[O:39].C(OC(=O)NCC1CC2C=CC=C(C3CCCC3)C=2O1)C1C=CC=CC=1, predict the reaction product. The product is: [Cl:27][C:20]1[CH:21]=[C:22]([Cl:26])[CH:23]=[C:24]([Cl:25])[C:19]=1[C:18]1[C:12]2[O:11][CH:10]([CH2:8][NH:9][C:38](=[O:39])[O:40][CH2:41][C:42]3[CH:47]=[CH:46][CH:45]=[CH:44][CH:43]=3)[CH2:14][C:13]=2[CH:15]=[CH:16][CH:17]=1. (5) Given the reactants [Cl:1][C:2]1[CH:3]=[CH:4][C:5]([O:35][CH3:36])=[C:6]([CH:34]=1)[CH2:7][CH:8]1[C:14](=[O:15])[N:13]([C:16]([NH:18][CH:19]([CH2:31]C)[C:20]([NH:22][CH2:23][C:24](OC(C)(C)C)=O)=[O:21])=[O:17])[CH2:12][C:11](=[O:33])[NH:10][CH2:9]1.Cl.C(OC(=O)CN)(C)(C)C.N[C:48]1[CH:53]=CC=[CH:50][CH:49]=1, predict the reaction product. The product is: [NH:22]([C:20](=[O:21])[C@H:19]([NH:18][C:16]([N:13]1[C:14](=[O:15])[CH:8]([CH2:7][C:6]2[CH:34]=[C:2]([Cl:1])[CH:3]=[CH:4][C:5]=2[O:35][CH3:36])[CH2:9][NH:10][C:11](=[O:33])[CH2:12]1)=[O:17])[CH3:31])[C:23]1[CH:24]=[CH:50][CH:49]=[CH:48][CH:53]=1. (6) Given the reactants [OH:1][C:2]1[CH:3]=[C:4]([CH:9]=[C:10]([OH:12])[CH:11]=1)[C:5]([O:7][CH3:8])=[O:6].[F:13][C:14]([F:26])([F:25])[S:15]([C:18]1[CH:23]=[CH:22][C:21](Cl)=[CH:20][CH:19]=1)(=[O:17])=[O:16].C(=O)([O-])[O-].[K+].[K+], predict the reaction product. The product is: [CH3:8][O:7][C:5](=[O:6])[C:4]1[CH:3]=[C:2]([O:1][C:21]2[CH:22]=[CH:23][C:18]([S:15]([C:14]([F:26])([F:25])[F:13])(=[O:17])=[O:16])=[CH:19][CH:20]=2)[CH:11]=[C:10]([O:12][C:21]2[CH:20]=[CH:19][C:18]([S:15]([C:14]([F:25])([F:13])[F:26])(=[O:17])=[O:16])=[CH:23][CH:22]=2)[CH:9]=1. (7) Given the reactants [C:1]([C:4]1[C:9]([C:10]2[CH:15]=[CH:14][CH:13]=[CH:12][CH:11]=2)=[N:8][N:7]([CH2:16][CH3:17])[C:6](=[O:18])[C:5]=1[N+:19]([O-])=O)(=[O:3])[CH3:2].N[C:23]1[N:28]=[C:27]([CH3:29])[CH:26]=[CH:25][N:24]=1, predict the reaction product. The product is: [C:1]([C:4]1[C:9]([C:10]2[CH:15]=[CH:14][CH:13]=[CH:12][CH:11]=2)=[N:8][N:7]([CH2:16][CH3:17])[C:6](=[O:18])[C:5]=1[NH:19][C:23]1[N:28]=[C:27]([CH3:29])[CH:26]=[CH:25][N:24]=1)(=[O:3])[CH3:2].